Dataset: NCI-60 drug combinations with 297,098 pairs across 59 cell lines. Task: Regression. Given two drug SMILES strings and cell line genomic features, predict the synergy score measuring deviation from expected non-interaction effect. (1) Drug 1: C1=CC(=CC=C1CCCC(=O)O)N(CCCl)CCCl. Drug 2: CN(CCCl)CCCl.Cl. Cell line: T-47D. Synergy scores: CSS=15.1, Synergy_ZIP=-6.71, Synergy_Bliss=-10.8, Synergy_Loewe=-10.2, Synergy_HSA=-9.93. (2) Drug 2: CC1=CC=C(C=C1)C2=CC(=NN2C3=CC=C(C=C3)S(=O)(=O)N)C(F)(F)F. Cell line: HCT116. Drug 1: C1=CC(=CC=C1CC(C(=O)O)N)N(CCCl)CCCl.Cl. Synergy scores: CSS=7.96, Synergy_ZIP=-5.07, Synergy_Bliss=0.344, Synergy_Loewe=0.335, Synergy_HSA=1.63. (3) Drug 1: CC1=C(C=C(C=C1)NC(=O)C2=CC=C(C=C2)CN3CCN(CC3)C)NC4=NC=CC(=N4)C5=CN=CC=C5. Drug 2: C1CC(=O)NC(=O)C1N2C(=O)C3=CC=CC=C3C2=O. Cell line: NCI/ADR-RES. Synergy scores: CSS=-4.26, Synergy_ZIP=2.05, Synergy_Bliss=-2.44, Synergy_Loewe=-5.47, Synergy_HSA=-5.88. (4) Drug 1: C1=CC(=C2C(=C1NCCNCCO)C(=O)C3=C(C=CC(=C3C2=O)O)O)NCCNCCO. Drug 2: C1CNP(=O)(OC1)N(CCCl)CCCl. Cell line: T-47D. Synergy scores: CSS=44.1, Synergy_ZIP=9.36, Synergy_Bliss=9.56, Synergy_Loewe=-31.8, Synergy_HSA=10.8.